Dataset: Forward reaction prediction with 1.9M reactions from USPTO patents (1976-2016). Task: Predict the product of the given reaction. (1) Given the reactants [OH:1][C:2]1[CH:3]=[C:4]2[C:9](=[CH:10][CH:11]=1)[N:8]1[CH:12]=[N:13][C:14]([CH2:15][CH:16]3[CH2:21][CH2:20][CH2:19][N:18]([C:22]([O:24][C:25]([CH3:28])([CH3:27])[CH3:26])=[O:23])[C:17]3=[O:29])=[C:7]1[CH2:6][CH2:5]2.C(N(CC)CC)C.[F:37][C:38]([F:57])([F:56])[S:39](N(C1C=CC=CC=1)[S:39]([C:38]([F:57])([F:56])[F:37])(=[O:41])=[O:40])(=[O:41])=[O:40].[Na], predict the reaction product. The product is: [O:29]=[C:17]1[CH:16]([CH2:15][C:14]2[N:13]=[CH:12][N:8]3[C:9]4[C:4](=[CH:3][C:2]([O:1][S:39]([C:38]([F:57])([F:56])[F:37])(=[O:41])=[O:40])=[CH:11][CH:10]=4)[CH2:5][CH2:6][C:7]=23)[CH2:21][CH2:20][CH2:19][N:18]1[C:22]([O:24][C:25]([CH3:26])([CH3:28])[CH3:27])=[O:23]. (2) Given the reactants [Cl:1][C:2]1[CH:7]=[CH:6][C:5]([CH2:8][C:9]([C:11]2[CH:16]=[CH:15][C:14]([O:17][C:18]3[CH:23]=[CH:22][C:21]([Cl:24])=[CH:20][CH:19]=3)=[CH:13][N:12]=2)=[O:10])=[C:4]([F:25])[CH:3]=1.[N+](=[CH2:28])=[N-], predict the reaction product. The product is: [Cl:1][C:2]1[CH:7]=[CH:6][C:5]([CH2:8][C:9]2([C:11]3[CH:16]=[CH:15][C:14]([O:17][C:18]4[CH:23]=[CH:22][C:21]([Cl:24])=[CH:20][CH:19]=4)=[CH:13][N:12]=3)[CH2:28][O:10]2)=[C:4]([F:25])[CH:3]=1. (3) The product is: [CH3:1][O:2][C:3]1[CH:18]=[CH:17][C:6]([O:7][CH2:8][CH2:9][C@H:10]([OH:11])[CH2:14][OH:13])=[CH:5][CH:4]=1. Given the reactants [CH3:1][O:2][C:3]1[CH:18]=[CH:17][C:6]([O:7][CH2:8][CH2:9][C@H:10]2[CH2:14][O:13]C(C)(C)[O:11]2)=[CH:5][CH:4]=1, predict the reaction product.